This data is from Full USPTO retrosynthesis dataset with 1.9M reactions from patents (1976-2016). The task is: Predict the reactants needed to synthesize the given product. (1) Given the product [CH3:1][O:2][C:3]1[CH:8]=[CH:7][C:6]([CH3:9])=[CH:5][C:4]=1[C:10]1([CH3:26])[N:14]([CH3:27])[C:13](=[O:15])[N:12]([CH2:16][C:17](=[O:24])[C:18]2[CH:19]=[CH:20][CH:21]=[CH:22][CH:23]=2)[C:11]1=[O:25], predict the reactants needed to synthesize it. The reactants are: [CH3:1][O:2][C:3]1[CH:8]=[CH:7][C:6]([CH3:9])=[CH:5][C:4]=1[C:10]1([CH3:26])[NH:14][C:13](=[O:15])[N:12]([CH2:16][C:17](=[O:24])[C:18]2[CH:23]=[CH:22][CH:21]=[CH:20][CH:19]=2)[C:11]1=[O:25].[CH3:27]I. (2) Given the product [C:15]([O:14][C:12]([N:4]1[CH2:5][CH2:6][C@H:2]([CH3:1])[C@H:3]1[C:7]([OH:9])=[O:8])=[O:13])([CH3:18])([CH3:17])[CH3:16], predict the reactants needed to synthesize it. The reactants are: [CH3:1][C@H:2]1[CH2:6][CH2:5][NH:4][C@@H:3]1[C:7]([OH:9])=[O:8].[OH-].[Na+].[C:12](O[C:12]([O:14][C:15]([CH3:18])([CH3:17])[CH3:16])=[O:13])([O:14][C:15]([CH3:18])([CH3:17])[CH3:16])=[O:13].Cl.